Dataset: Full USPTO retrosynthesis dataset with 1.9M reactions from patents (1976-2016). Task: Predict the reactants needed to synthesize the given product. (1) Given the product [C:1]1([C:7]2[N:8]=[C:9]([C:17]3[CH:22]=[CH:21][N:20]=[C:19]([NH2:23])[CH:18]=3)[S:10][C:11]=2[C:12]2[NH:16][CH:15]=[N:14][N:13]=2)[CH:2]=[CH:3][CH:4]=[CH:5][CH:6]=1, predict the reactants needed to synthesize it. The reactants are: [C:1]1([C:7]2[N:8]=[C:9]([C:17]3[CH:22]=[CH:21][N:20]=[C:19]([NH:23]C(=O)C)[CH:18]=3)[S:10][C:11]=2[C:12]2[NH:16][CH:15]=[N:14][N:13]=2)[CH:6]=[CH:5][CH:4]=[CH:3][CH:2]=1.[OH-].[Na+].CO.Cl. (2) Given the product [OH:1][C:2]1([C@@H:8]([C:24]2[CH:29]=[CH:28][CH:27]=[C:26]([O:30][C:31]([F:33])([F:34])[F:32])[CH:25]=2)[C:9]([N:11]2[CH2:16][CH2:15][N:14]([C:17]([O:19][C:20]([CH3:23])([CH3:22])[CH3:21])=[O:18])[CH2:13][CH2:12]2)=[O:10])[CH2:3][CH2:4][CH2:5][CH2:6][CH2:7]1, predict the reactants needed to synthesize it. The reactants are: [OH:1][C:2]1([CH:8]([C:24]2[CH:29]=[CH:28][CH:27]=[C:26]([O:30][C:31]([F:34])([F:33])[F:32])[CH:25]=2)[C:9]([N:11]2[CH2:16][CH2:15][N:14]([C:17]([O:19][C:20]([CH3:23])([CH3:22])[CH3:21])=[O:18])[CH2:13][CH2:12]2)=[O:10])[CH2:7][CH2:6][CH2:5][CH2:4][CH2:3]1. (3) Given the product [CH3:27][O:28][CH2:29][CH2:30][N:31]([CH3:32])[C:24]([C@H:22]1[CH2:21][CH2:20][C:19]2[C:12]3[C:11]([NH:10][C:8]4[CH:9]=[C:4]5[CH:3]=[N:2][NH:1][C:5]5=[CH:6][N:7]=4)=[N:16][CH:15]=[N:14][C:13]=3[S:17][C:18]=2[CH2:23]1)=[O:26], predict the reactants needed to synthesize it. The reactants are: [NH:1]1[C:5]2=[CH:6][N:7]=[C:8]([NH:10][C:11]3[C:12]4[C:19]5[CH2:20][CH2:21][C@H:22]([C:24]([OH:26])=O)[CH2:23][C:18]=5[S:17][C:13]=4[N:14]=[CH:15][N:16]=3)[CH:9]=[C:4]2[CH:3]=[N:2]1.[CH3:27][O:28][CH2:29][CH2:30][NH:31][CH3:32]. (4) Given the product [Cl:1][CH2:2][C:3]1[CH:4]=[C:5]([C:6]([N:12]2[CH2:16][CH2:15][CH2:14][CH2:13]2)=[O:7])[CH:9]=[CH:10][CH:11]=1, predict the reactants needed to synthesize it. The reactants are: [Cl:1][CH2:2][C:3]1[CH:4]=[C:5]([CH:9]=[CH:10][CH:11]=1)[C:6](Cl)=[O:7].[NH:12]1[CH2:16][CH2:15][CH2:14][CH2:13]1.C(N(CC)CC)C.